From a dataset of Full USPTO retrosynthesis dataset with 1.9M reactions from patents (1976-2016). Predict the reactants needed to synthesize the given product. Given the product [CH2:23]([O:22][CH2:21][CH2:20][CH2:19][CH2:18][O:17][C:10]1[CH:9]=[CH:8][C:13]2[C:14]3[C:6](=[CH:5][C:4]([C:1]([OH:35])=[O:3])=[CH:16][CH:15]=3)[CH2:7][C:12]=2[CH:11]=1)[CH:24]=[CH2:25], predict the reactants needed to synthesize it. The reactants are: [C:1]([C:4]1[CH:16]=[CH:15][C:14]2[C:13]3[C:8](=[CH:9][C:10]([O:17][CH2:18][CH2:19][CH2:20][CH2:21][O:22][CH2:23][CH:24]=[CH2:25])=[CH:11][CH:12]=3)[CH2:7][C:6]=2[CH:5]=1)(=[O:3])C.Br[O-].[Na+].[OH-].[Na+].BrBr.S([O-])([O-])(=[O:35])=S.[Na+].[Na+].Cl.